From a dataset of Catalyst prediction with 721,799 reactions and 888 catalyst types from USPTO. Predict which catalyst facilitates the given reaction. (1) Reactant: [O:1]1[CH:5]=[CH:4][CH:3]=[C:2]1[C:6]1[O:7][C:8]([CH3:39])=[C:9]([CH2:11][O:12][C:13]2[CH:36]=[CH:35][C:16]([CH2:17][O:18][C:19]3[C:23](/[CH:24]=[CH:25]/[C:26](O)=[O:27])=[CH:22][N:21]([C:29]4[CH:34]=[CH:33][CH:32]=[CH:31][CH:30]=4)[N:20]=3)=[CH:15][C:14]=2[O:37][CH3:38])[N:10]=1.O.ON1C2C=CC=CC=2N=N1.Cl.C(N=C=NCCCN(C)C)C.[NH:63]1[CH2:68][CH2:67][O:66][CH2:65][CH2:64]1. Product: [O:1]1[CH:5]=[CH:4][CH:3]=[C:2]1[C:6]1[O:7][C:8]([CH3:39])=[C:9]([CH2:11][O:12][C:13]2[CH:36]=[CH:35][C:16]([CH2:17][O:18][C:19]3[C:23](/[CH:24]=[CH:25]/[C:26]([N:63]4[CH2:68][CH2:67][O:66][CH2:65][CH2:64]4)=[O:27])=[CH:22][N:21]([C:29]4[CH:30]=[CH:31][CH:32]=[CH:33][CH:34]=4)[N:20]=3)=[CH:15][C:14]=2[O:37][CH3:38])[N:10]=1. The catalyst class is: 145. (2) Reactant: [CH:1]([O-:3])=O.[Na+].[H][H].O.[C:8]([C:11]1[CH:16]=[CH:15][CH:14]=[CH:13][CH:12]=1)(=O)C. Product: [CH:14]1[CH:13]=[CH:12][C:11]([CH2:8][CH2:1][OH:3])=[CH:16][CH:15]=1. The catalyst class is: 106. (3) Reactant: [CH3:1][C:2]1[C:7]([C:8]#[N:9])=[C:6]([CH3:10])[N:5]=[C:4]2[NH:11][CH:12]=[CH:13][C:3]=12.[C:14](O[C:14]([O:16][C:17]([CH3:20])([CH3:19])[CH3:18])=[O:15])([O:16][C:17]([CH3:20])([CH3:19])[CH3:18])=[O:15].[BH4-].[Na+]. Product: [C:17]([O:16][C:14](=[O:15])[NH:9][CH2:8][C:7]1[C:2]([CH3:1])=[C:3]2[CH:13]=[CH:12][NH:11][C:4]2=[N:5][C:6]=1[CH3:10])([CH3:20])([CH3:19])[CH3:18]. The catalyst class is: 652. (4) Reactant: [CH2:1]([O:3][C:4]([N:6]1[CH:11]([CH2:12][CH3:13])[CH2:10][CH:9]([NH:14][CH2:15][C:16]2[CH:21]=[C:20]([C:22]([F:25])([F:24])[F:23])[CH:19]=[C:18]([C:26]([F:29])([F:28])[F:27])[CH:17]=2)[C:8]2[C:30]([CH3:34])=[N:31][N:32]([CH3:33])[C:7]1=2)=[O:5])[CH3:2].C([O-])([O-])=O.[K+].[K+].C1COCC1.Cl[C:47]([O:49][CH3:50])=[O:48]. Product: [CH2:1]([O:3][C:4]([N:6]1[CH:11]([CH2:12][CH3:13])[CH2:10][CH:9]([N:14]([CH2:15][C:16]2[CH:17]=[C:18]([C:26]([F:27])([F:29])[F:28])[CH:19]=[C:20]([C:22]([F:23])([F:24])[F:25])[CH:21]=2)[C:47]([O:49][CH3:50])=[O:48])[C:8]2[C:30]([CH3:34])=[N:31][N:32]([CH3:33])[C:7]1=2)=[O:5])[CH3:2]. The catalyst class is: 6. (5) Reactant: [Cl:1][C:2]1[C:3]([NH:8][NH2:9])=[N:4][CH:5]=[CH:6][N:7]=1.[CH:10](OCC)(OCC)OCC.C1(C)C(C)=CC=CC=1. Product: [Cl:1][C:2]1[C:3]2[N:4]([CH:10]=[N:9][N:8]=2)[CH:5]=[CH:6][N:7]=1. The catalyst class is: 27. (6) Reactant: [Br:1][C:2]1[CH:29]=[CH:28][C:5]([CH2:6][C@:7]23[CH2:14][C@H:13]([N:15]=[N+]=[N-])[CH2:12][N:11]2[C:10](=[O:18])[N:9]([C:19]2[CH:24]=[C:23]([Cl:25])[CH:22]=[C:21]([Cl:26])[CH:20]=2)[C:8]3=[O:27])=[CH:4][CH:3]=1. Product: [Br:1][C:2]1[CH:3]=[CH:4][C:5]([CH2:6][C@:7]23[CH2:14][C@H:13]([NH2:15])[CH2:12][N:11]2[C:10](=[O:18])[N:9]([C:19]2[CH:20]=[C:21]([Cl:26])[CH:22]=[C:23]([Cl:25])[CH:24]=2)[C:8]3=[O:27])=[CH:28][CH:29]=1. The catalyst class is: 183. (7) Reactant: Cl.[CH:2]([CH:15]1[C:20](=[O:21])[CH2:19][CH2:18][NH:17][CH2:16]1)([C:9]1[CH:14]=[CH:13][CH:12]=[CH:11][CH:10]=1)[C:3]1[CH:8]=[CH:7][CH:6]=[CH:5][CH:4]=1.[OH:22][C:23]1[CH:30]=[CH:29][C:28]([N+:31]([O-:33])=[O:32])=[CH:27][C:24]=1[CH2:25]Br.C(=O)([O-])O.[Na+].C(OCC)(=O)C. Product: [CH:2]([CH:15]1[C:20](=[O:21])[CH2:19][CH2:18][N:17]([CH2:25][C:24]2[CH:27]=[C:28]([N+:31]([O-:33])=[O:32])[CH:29]=[CH:30][C:23]=2[OH:22])[CH2:16]1)([C:9]1[CH:14]=[CH:13][CH:12]=[CH:11][CH:10]=1)[C:3]1[CH:4]=[CH:5][CH:6]=[CH:7][CH:8]=1. The catalyst class is: 35. (8) Reactant: FC(F)(F)S(O[C:7]1[C:8]2[CH2:28][N:27]([C:29](=[O:31])[CH3:30])[CH2:26][CH2:25][C:9]=2[N:10]=[C:11]([NH:13][C:14]2[CH:19]=[CH:18][C:17]([C:20]3[O:24][CH:23]=[N:22][CH:21]=3)=[CH:16][CH:15]=2)[N:12]=1)(=O)=O.[NH2:34][C:35]1([CH2:40][OH:41])[CH2:39][CH2:38][CH2:37][CH2:36]1. Product: [OH:41][CH2:40][C:35]1([NH:34][C:7]2[C:8]3[CH2:28][N:27]([C:29](=[O:31])[CH3:30])[CH2:26][CH2:25][C:9]=3[N:10]=[C:11]([NH:13][C:14]3[CH:15]=[CH:16][C:17]([C:20]4[O:24][CH:23]=[N:22][CH:21]=4)=[CH:18][CH:19]=3)[N:12]=2)[CH2:39][CH2:38][CH2:37][CH2:36]1. The catalyst class is: 16. (9) Reactant: [Br:1][C:2]1[CH:3]=[C:4]([C:12](OC)=[O:13])[C:5](=[CH:10][CH:11]=1)[C:6](OC)=[O:7].[H-].[H-].[H-].[H-].[Li+].[Al+3]. Product: [Br:1][C:2]1[CH:11]=[CH:10][C:5]([CH2:6][OH:7])=[C:4]([CH2:12][OH:13])[CH:3]=1. The catalyst class is: 1.